Dataset: Forward reaction prediction with 1.9M reactions from USPTO patents (1976-2016). Task: Predict the product of the given reaction. (1) Given the reactants [Si:1]([O:8][C@H:9]([C:36]1[CH:41]=[CH:40][C:39]([OH:42])=[C:38]([CH2:43][OH:44])[CH:37]=1)[CH2:10][NH:11][C@H:12]([CH3:35])[CH2:13][C:14]1[CH:15]=[C:16]2[C:20](=[CH:21][CH:22]=1)[NH:19][C:18]([C:23]([NH:25][CH2:26][C:27]1[CH:32]=[CH:31][CH:30]=[CH:29][C:28]=1[O:33][CH3:34])=[O:24])=[CH:17]2)([C:4]([CH3:7])([CH3:6])[CH3:5])([CH3:3])[CH3:2].[CH3:45][O:46]C1C=CC=C(OC)C=1CN, predict the reaction product. The product is: [Si:1]([O:8][C@H:9]([C:36]1[CH:41]=[CH:40][C:39]([OH:42])=[C:38]([CH2:43][OH:44])[CH:37]=1)[CH2:10][NH:11][C@H:12]([CH3:35])[CH2:13][C:14]1[CH:15]=[C:16]2[C:20](=[CH:21][CH:22]=1)[NH:19][C:18]([C:23]([NH:25][CH2:26][C:27]1[C:32]([O:46][CH3:45])=[CH:31][CH:30]=[CH:29][C:28]=1[O:33][CH3:34])=[O:24])=[CH:17]2)([C:4]([CH3:7])([CH3:5])[CH3:6])([CH3:3])[CH3:2]. (2) Given the reactants [NH2:1][C:2]([CH3:11])([CH2:5][CH2:6][C:7]([F:10])([F:9])[F:8])[C:3]#[N:4].C(=O)([O-])[O-].[K+].[K+].Cl[C:19]([O:21][CH2:22][C:23]1[CH:28]=[CH:27][CH:26]=[CH:25][CH:24]=1)=[O:20], predict the reaction product. The product is: [C:3]([C:2]([NH:1][C:19](=[O:20])[O:21][CH2:22][C:23]1[CH:28]=[CH:27][CH:26]=[CH:25][CH:24]=1)([CH2:5][CH2:6][C:7]([F:8])([F:9])[F:10])[CH3:11])#[N:4]. (3) Given the reactants C(O[C:6]([N:8]1[CH2:13][CH2:12][CH2:11][C@H:10]([C:14]2[N:18]=[C:17]([C:19]3[NH:20][CH:21]=[C:22]([CH:24]([CH3:26])[CH3:25])[CH:23]=3)[O:16][N:15]=2)[CH2:9]1)=[O:7])(C)(C)C.Cl.[F:28][C:29]1[CH:37]=[CH:36][C:32](C(O)=O)=[CH:31][N:30]=1.C1C=NC2N(O)N=NC=2C=1.CCN=C=NCCCN(C)C.Cl.C(N(CC)CC)C, predict the reaction product. The product is: [F:28][C:29]1[N:30]=[CH:31][C:32]([C:6]([N:8]2[CH2:13][CH2:12][CH2:11][C@H:10]([C:14]3[N:18]=[C:17]([C:19]4[NH:20][CH:21]=[C:22]([CH:24]([CH3:25])[CH3:26])[CH:23]=4)[O:16][N:15]=3)[CH2:9]2)=[O:7])=[CH:36][CH:37]=1. (4) Given the reactants Br[C:2]1[CH:7]=[C:6]([Cl:8])[CH:5]=[CH:4][C:3]=1[O:9][CH3:10].[C:11]([Si:13]([CH3:16])([CH3:15])[CH3:14])#[CH:12].O, predict the reaction product. The product is: [Cl:8][C:6]1[CH:5]=[CH:4][C:3]([O:9][CH3:10])=[C:2]([C:12]#[C:11][Si:13]([CH3:16])([CH3:15])[CH3:14])[CH:7]=1. (5) The product is: [CH2:18]([O:25][C:26]1[C:27]([Cl:36])=[CH:28][C:29]([C:30]([N:4]2[C:5]3[CH:10]=[CH:9][CH:8]=[CH:7][C:6]=3[O:1][CH2:2][CH2:3]2)=[O:31])=[CH:33][C:34]=1[Cl:35])[C:19]1[CH:20]=[CH:21][CH:22]=[CH:23][CH:24]=1. Given the reactants [O:1]1[C:6]2[CH:7]=[CH:8][CH:9]=[CH:10][C:5]=2[NH:4][CH2:3][CH2:2]1.C(N(CC)CC)C.[CH2:18]([O:25][C:26]1[C:34]([Cl:35])=[CH:33][C:29]([C:30](Cl)=[O:31])=[CH:28][C:27]=1[Cl:36])[C:19]1[CH:24]=[CH:23][CH:22]=[CH:21][CH:20]=1, predict the reaction product.